This data is from CYP2D6 inhibition data for predicting drug metabolism from PubChem BioAssay. The task is: Regression/Classification. Given a drug SMILES string, predict its absorption, distribution, metabolism, or excretion properties. Task type varies by dataset: regression for continuous measurements (e.g., permeability, clearance, half-life) or binary classification for categorical outcomes (e.g., BBB penetration, CYP inhibition). Dataset: cyp2d6_veith. (1) The compound is COc1cccc([C@@H]2Oc3ccc(Br)cc3C(=O)[C@H]2O)c1. The result is 1 (inhibitor). (2) The drug is CC(C)[C@H](N=Cc1ccccc1O)C(=O)O. The result is 0 (non-inhibitor). (3) The drug is O=C(C1CCN(S(=O)(=O)c2cccc3cccnc23)CC1)N1CCN(c2ccccn2)CC1. The result is 0 (non-inhibitor).